Dataset: Peptide-MHC class II binding affinity with 134,281 pairs from IEDB. Task: Regression. Given a peptide amino acid sequence and an MHC pseudo amino acid sequence, predict their binding affinity value. This is MHC class II binding data. (1) The peptide sequence is MKNLVWNDELAYVAQ. The MHC is DRB1_0401 with pseudo-sequence DRB1_0401. The binding affinity (normalized) is 0.402. (2) The peptide sequence is QEVEFIGYGKATLECKK. The MHC is DRB4_0103 with pseudo-sequence DRB4_0103. The binding affinity (normalized) is 0.553. (3) The peptide sequence is ALDVWALGLAIFEFV. The MHC is DRB3_0101 with pseudo-sequence DRB3_0101. The binding affinity (normalized) is 0.209.